From a dataset of NCI-60 drug combinations with 297,098 pairs across 59 cell lines. Regression. Given two drug SMILES strings and cell line genomic features, predict the synergy score measuring deviation from expected non-interaction effect. Cell line: MCF7. Synergy scores: CSS=13.5, Synergy_ZIP=2.41, Synergy_Bliss=2.45, Synergy_Loewe=-29.7, Synergy_HSA=3.92. Drug 1: C1CC(=O)NC(=O)C1N2CC3=C(C2=O)C=CC=C3N. Drug 2: CC=C1C(=O)NC(C(=O)OC2CC(=O)NC(C(=O)NC(CSSCCC=C2)C(=O)N1)C(C)C)C(C)C.